From a dataset of Reaction yield outcomes from USPTO patents with 853,638 reactions. Predict the reaction yield, written as a fraction of the theoretical maximum amount of product (1.0 means a 100% yield; for example, 0.34 means a 34% yield). (1) The reactants are CS([O:5][CH2:6][CH:7]1[CH2:14][CH2:13][C:10]2([CH2:12][CH2:11]2)[CH2:9][CH2:8]1)(=O)=O.[CH:15]1([C:18]2[C:19](O)=[CH:20][C:21]3[N:22]([CH:24]=[N:25][N:26]=3)[CH:23]=2)[CH2:17][CH2:16]1.C(=O)([O-])[O-].[K+].[K+].O. The catalyst is CN(C)C=O. The product is [CH:15]1([C:18]2[C:19]([O:5][CH2:6][CH:7]3[CH2:14][CH2:13][C:10]4([CH2:12][CH2:11]4)[CH2:9][CH2:8]3)=[CH:20][C:21]3[N:22]([CH:24]=[N:25][N:26]=3)[CH:23]=2)[CH2:17][CH2:16]1. The yield is 0.830. (2) The reactants are C([O:3][C:4](=[O:25])[C:5]1[CH:10]=[C:9]([C:11](=[O:17])[N:12]([CH3:16])[CH2:13][CH2:14][CH3:15])[CH:8]=[C:7]([C:18](=[O:24])[N:19]([CH3:23])[CH2:20][CH2:21][CH3:22])[CH:6]=1)C.[OH-].[Li+].C1COCC1. The catalyst is O. The product is [CH3:23][N:19]([CH2:20][CH2:21][CH3:22])[C:18]([C:7]1[CH:6]=[C:5]([CH:10]=[C:9]([C:11](=[O:17])[N:12]([CH3:16])[CH2:13][CH2:14][CH3:15])[CH:8]=1)[C:4]([OH:25])=[O:3])=[O:24]. The yield is 0.820. (3) The reactants are [CH2:1]1[C:5]2([CH2:10][CH2:9][O:8][CH2:7][CH2:6]2)[CH2:4][N:3]=[N:2]1.[CH3:11][N:12]=[C:13]=[S:14]. The catalyst is C(O)C. The product is [CH3:11][NH:12][C:13]([N:2]1[N:3]=[CH:4][C:5]2([CH2:10][CH2:9][O:8][CH2:7][CH2:6]2)[CH2:1]1)=[S:14]. The yield is 0.350. (4) The reactants are [Cl:1][C:2]1[CH:18]=[CH:17][C:5]([O:6][C:7]2[CH:14]=[CH:13][C:12]([CH2:15]Cl)=[CH:11][C:8]=2[C:9]#[N:10])=[CH:4][C:3]=1[C:19]([F:22])([F:21])[F:20].[CH3:23][O:24][C:25]1[N:30]=[CH:29][C:28]([CH2:31][C:32]2[C:33](=[O:39])[NH:34][C:35](=[S:38])[NH:36][CH:37]=2)=[CH:27][N:26]=1.CCN(C(C)C)C(C)C. The catalyst is ClCCCl. The product is [Cl:1][C:2]1[CH:18]=[CH:17][C:5]([O:6][C:7]2[CH:14]=[CH:13][C:12]([CH2:15][S:38][C:35]3[NH:36][CH:37]=[C:32]([CH2:31][C:28]4[CH:29]=[N:30][C:25]([O:24][CH3:23])=[N:26][CH:27]=4)[C:33](=[O:39])[N:34]=3)=[CH:11][C:8]=2[C:9]#[N:10])=[CH:4][C:3]=1[C:19]([F:22])([F:21])[F:20]. The yield is 0.216. (5) The reactants are [O:1]=[C:2]1[N:6]([C:7]2[CH:12]=[CH:11][C:10]([N:13]3[CH2:18][CH2:17][O:16][CH2:15][C:14]3=[O:19])=[CH:9][CH:8]=2)[CH2:5][C@H:4]([CH2:20][NH:21][C:22]([C:24]2[C:25]([C:30]([NH:32]C[C@@H]3OC(=O)N(C4C=CC(N5CCOCC5=O)=CC=4)C3)=[O:31])=[CH:26][CH:27]=[CH:28][CH:29]=2)=[O:23])[O:3]1. The catalyst is C(#N)C.CS(C)=O. The product is [O:1]=[C:2]1[N:6]([C:7]2[CH:12]=[CH:11][C:10]([N:13]3[CH2:18][CH2:17][O:16][CH2:15][C:14]3=[O:19])=[CH:9][CH:8]=2)[CH2:5][C@H:4]([CH2:20][N:21]([CH2:20][C@@H:4]2[O:3][C:2](=[O:1])[N:6]([C:7]3[CH:12]=[CH:11][C:10]([N:13]4[CH2:18][CH2:17][O:16][CH2:15][C:14]4=[O:19])=[CH:9][CH:8]=3)[CH2:5]2)[C:22]([C:24]2[C:25]([C:30]([NH2:32])=[O:31])=[CH:26][CH:27]=[CH:28][CH:29]=2)=[O:23])[O:3]1. The yield is 0.863.